The task is: Predict which catalyst facilitates the given reaction.. This data is from Catalyst prediction with 721,799 reactions and 888 catalyst types from USPTO. (1) Reactant: [CH3:1][N:2]([CH3:6])[C:3](Cl)=[O:4].[OH:7][C:8]([C:10]([F:13])([F:12])[F:11])=[O:9].[F:14][C:15]1[CH:41]=[C:40]([F:42])[CH:39]=[CH:38][C:16]=1[O:17][CH:18]1[CH2:23][CH2:22][N:21]([C:24]2[N:25]=[C:26]3[CH2:37][CH2:36][NH:35][CH2:34][C:27]3=[N:28][C:29]=2[NH:30][CH:31]([CH3:33])[CH3:32])[CH2:20][CH2:19]1.C(N(CC)CC)C. Product: [F:14][C:15]1[CH:41]=[C:40]([F:42])[CH:39]=[CH:38][C:16]=1[O:17][CH:18]1[CH2:19][CH2:20][N:21]([C:24]2[N:25]=[C:26]3[CH2:37][CH2:36][N:35]([C:3]([N:2]([CH3:6])[CH3:1])=[O:4])[CH2:34][C:27]3=[N:28][C:29]=2[NH:30][CH:31]([CH3:33])[CH3:32])[CH2:22][CH2:23]1.[C:8]([OH:9])([C:10]([F:13])([F:12])[F:11])=[O:7]. The catalyst class is: 2. (2) Reactant: [CH3:1][C:2]1[S:3][C:4]([C:10]2[CH:15]=[CH:14][CH:13]=[CH:12][CH:11]=2)=[C:5]([C:7]([OH:9])=O)[N:6]=1.C(Cl)(=O)C(Cl)=O.CN(C=O)C.[F:27][C:28]1[N:33]2[CH:34]=[C:35]([CH2:37][C@@H:38]3[CH2:43][CH2:42][CH2:41][CH2:40][NH:39]3)[N:36]=[C:32]2[CH:31]=[CH:30][CH:29]=1. Product: [F:27][C:28]1[N:33]2[CH:34]=[C:35]([CH2:37][C@@H:38]3[CH2:43][CH2:42][CH2:41][CH2:40][N:39]3[C:7]([C:5]3[N:6]=[C:2]([CH3:1])[S:3][C:4]=3[C:10]3[CH:15]=[CH:14][CH:13]=[CH:12][CH:11]=3)=[O:9])[N:36]=[C:32]2[CH:31]=[CH:30][CH:29]=1. The catalyst class is: 2. (3) Reactant: [Cl:1][C:2]1[CH:3]=[CH:4][C:5]2[O:9][CH:8]=[CH:7][C:6]=2[CH:10]=1.CN(C)CCN(C)C.C([Li])CCC.[B:24](OC(C)C)([O:29]C(C)C)[O:25]C(C)C. Product: [Cl:1][C:2]1[CH:3]=[CH:4][C:5]2[O:9][C:8]([B:24]([OH:29])[OH:25])=[CH:7][C:6]=2[CH:10]=1. The catalyst class is: 188. (4) Reactant: [NH2:1][C@@H:2]([CH2:5][O:6][CH2:7][C:8]1[CH:13]=[CH:12][CH:11]=[CH:10][CH:9]=1)[CH2:3][OH:4].[CH:14]1([CH2:20][CH2:21][C@H:22]2[CH2:24][O:23]2)[CH2:19][CH2:18][CH2:17][CH2:16][CH2:15]1. Product: [CH2:7]([O:6][CH2:5][C@H:2]([NH:1][CH2:24][C@@H:22]([OH:23])[CH2:21][CH2:20][CH:14]1[CH2:19][CH2:18][CH2:17][CH2:16][CH2:15]1)[CH2:3][OH:4])[C:8]1[CH:13]=[CH:12][CH:11]=[CH:10][CH:9]=1. The catalyst class is: 8. (5) Reactant: [I:1][C:2]1[N:6]2[CH:7]=[CH:8][C:9]([CH2:11][OH:12])=[CH:10][C:5]2=[N:4][CH:3]=1.C[N+]1([O-])CCOCC1. Product: [I:1][C:2]1[N:6]2[CH:7]=[CH:8][C:9]([CH:11]=[O:12])=[CH:10][C:5]2=[N:4][CH:3]=1. The catalyst class is: 862. (6) Reactant: Br[C:2]1[CH:7]=[CH:6][C:5]([C@@H:8]([N:10]2[CH2:15][CH2:14][C@:13]([CH2:22][C:23]([CH3:27])([CH3:26])[C:24]#[N:25])([C:16]3[CH:21]=[CH:20][CH:19]=[CH:18][CH:17]=3)[O:12][C:11]2=[O:28])[CH3:9])=[CH:4][CH:3]=1.[O:29]=[C:30]1[NH:35][CH:34]=[C:33](B(O)O)[CH:32]=[CH:31]1.C([O-])([O-])=O.[Cs+].[Cs+]. Product: [CH3:26][C:23]([CH3:27])([CH2:22][C@@:13]1([C:16]2[CH:21]=[CH:20][CH:19]=[CH:18][CH:17]=2)[O:12][C:11](=[O:28])[N:10]([C@H:8]([C:5]2[CH:6]=[CH:7][C:2]([C:33]3[CH:32]=[CH:31][C:30](=[O:29])[NH:35][CH:34]=3)=[CH:3][CH:4]=2)[CH3:9])[CH2:15][CH2:14]1)[C:24]#[N:25]. The catalyst class is: 75. (7) Reactant: [Br:1][C:2]1[CH:3]=[C:4]2[C:8](=[CH:9][CH:10]=1)[NH:7][CH:6]=[CH:5]2.[H-].[Na+].S(O[CH2:24][CH:25]1[CH2:31][CH2:30][CH2:29][N:28]([C:32]([O:34][CH2:35][C:36]2[CH:41]=[CH:40][CH:39]=[CH:38][CH:37]=2)=[O:33])[CH2:27][CH2:26]1)(C1C=CC(C)=CC=1)(=O)=O.C(OCC)(=O)C.CCCCCC. Product: [Br:1][C:2]1[CH:3]=[C:4]2[C:8](=[CH:9][CH:10]=1)[N:7]([CH2:24][CH:25]1[CH2:31][CH2:30][CH2:29][N:28]([C:32]([O:34][CH2:35][C:36]3[CH:41]=[CH:40][CH:39]=[CH:38][CH:37]=3)=[O:33])[CH2:27][CH2:26]1)[CH:6]=[CH:5]2. The catalyst class is: 3.